This data is from Forward reaction prediction with 1.9M reactions from USPTO patents (1976-2016). The task is: Predict the product of the given reaction. (1) Given the reactants [C:1]([O:5][C:6]([N:8]1[CH2:12][CH2:11][CH2:10][CH:9]1C1NC(C2C=CC3C4C(=CC(Br)=CC=4)C(F)(F)C=3C=2)=CN=1)=[O:7])([CH3:4])([CH3:3])[CH3:2].C(OC(N1C(C2NC3C=C(B4OC(C)(C)C(C)(C)O4)C=CC=3N=2)C2CC1CC2)=O)(C)(C)C.C(=O)([O-])[O-].[K+].[K+], predict the reaction product. The product is: [C:1]([O:5][C:6]([N:8]1[CH2:12][CH2:11][CH2:10][CH2:9]1)=[O:7])([CH3:4])([CH3:2])[CH3:3]. (2) Given the reactants [CH3:1][C:2]1([C:8]2[CH:13]=[CH:12][C:11]([CH3:14])=[CH:10][CH:9]=2)[C:5](=[O:6])[CH2:4][C:3]1=[O:7].[CH:15](=O)[C:16]1[CH:21]=[CH:20][CH:19]=[CH:18][CH:17]=1.[CH3:23][C:24]1[C:32]2[C:27](=[CH:28][C:29]([CH3:33])=[CH:30][CH:31]=2)[NH:26][CH:25]=1, predict the reaction product. The product is: [CH3:23][C:24]1[C:32]2[C:27](=[CH:28][C:29]([CH3:33])=[CH:30][CH:31]=2)[NH:26][C:25]=1[CH:15]([C:16]1[CH:21]=[CH:20][CH:19]=[CH:18][CH:17]=1)[C:4]1[C:5](=[O:6])[C:2]([CH3:1])([C:8]2[CH:13]=[CH:12][C:11]([CH3:14])=[CH:10][CH:9]=2)[C:3]=1[OH:7].